This data is from NCI-60 drug combinations with 297,098 pairs across 59 cell lines. The task is: Regression. Given two drug SMILES strings and cell line genomic features, predict the synergy score measuring deviation from expected non-interaction effect. Drug 1: CCC(=C(C1=CC=CC=C1)C2=CC=C(C=C2)OCCN(C)C)C3=CC=CC=C3.C(C(=O)O)C(CC(=O)O)(C(=O)O)O. Drug 2: C1=NC2=C(N1)C(=S)N=CN2. Cell line: T-47D. Synergy scores: CSS=8.89, Synergy_ZIP=-1.11, Synergy_Bliss=1.83, Synergy_Loewe=-3.97, Synergy_HSA=1.69.